Dataset: Full USPTO retrosynthesis dataset with 1.9M reactions from patents (1976-2016). Task: Predict the reactants needed to synthesize the given product. (1) Given the product [Cl:1][C:2]1[CH:7]=[CH:6][C:5]([C:8]2[C:13]([NH:14][NH:15][C:47](=[O:48])[CH2:46][O:45][CH3:44])=[N:12][N:11]([CH2:16][C:17]3[C:18]([CH3:27])=[N:19][C:20]([C:23]([F:25])([F:26])[F:24])=[CH:21][CH:22]=3)[C:10](=[O:28])[C:9]=2[C:29]2[CH:30]=[CH:31][C:32]([C:33]#[N:34])=[CH:35][CH:36]=2)=[CH:4][CH:3]=1, predict the reactants needed to synthesize it. The reactants are: [Cl:1][C:2]1[CH:7]=[CH:6][C:5]([C:8]2[C:13]([NH:14][NH2:15])=[N:12][N:11]([CH2:16][C:17]3[C:18]([CH3:27])=[N:19][C:20]([C:23]([F:26])([F:25])[F:24])=[CH:21][CH:22]=3)[C:10](=[O:28])[C:9]=2[C:29]2[CH:36]=[CH:35][C:32]([C:33]#[N:34])=[CH:31][CH:30]=2)=[CH:4][CH:3]=1.CCN(CC)CC.[CH3:44][O:45][CH2:46][C:47](Cl)=[O:48]. (2) Given the product [CH2:14]([O:13][C:10]1[CH:11]=[C:4]([O:3][CH3:1])[CH:5]=[CH:6][C:7]=1[CH:8]=[O:9])[CH3:15], predict the reactants needed to synthesize it. The reactants are: [CH2:1]([O:3][C:4]1[CH:11]=[CH:10][C:7]([CH:8]=[O:9])=[CH:6][C:5]=1F)C.[OH:13][C:14]1C=C(OC)C=C[C:15]=1C=O.C(=O)([O-])[O-].[K+].[K+].ICC. (3) Given the product [C:1]([O:5][C:6](=[O:35])[N:7]([C:8]1[CH:13]=[CH:12][C:11]([O:14][CH3:15])=[CH:10][CH:9]=1)[C:16]1[N:20]([CH3:21])[C:19]2[CH:22]=[CH:23][C:24]([N:26]([CH3:27])[C:28]3[CH:33]=[CH:32][N:31]=[C:30]([NH:36][C:37]4[CH:42]=[CH:41][C:40]([CH2:43][S:44](=[O:46])(=[O:45])[NH2:47])=[CH:39][CH:38]=4)[N:29]=3)=[CH:25][C:18]=2[N:17]=1)([CH3:4])([CH3:3])[CH3:2], predict the reactants needed to synthesize it. The reactants are: [C:1]([O:5][C:6](=[O:35])[N:7]([C:16]1[N:20]([CH3:21])[C:19]2[CH:22]=[CH:23][C:24]([N:26]([C:28]3[CH:33]=[CH:32][N:31]=[C:30](Cl)[N:29]=3)[CH3:27])=[CH:25][C:18]=2[N:17]=1)[C:8]1[CH:13]=[CH:12][C:11]([O:14][CH3:15])=[CH:10][CH:9]=1)([CH3:4])([CH3:3])[CH3:2].[NH2:36][C:37]1[CH:42]=[CH:41][C:40]([CH2:43][S:44]([NH2:47])(=[O:46])=[O:45])=[CH:39][CH:38]=1. (4) The reactants are: [Cl:1][C:2]1[CH:3]=[C:4]([N:11]([S:15]([C:18]2[CH:23]=[CH:22][C:21]([Cl:24])=[C:20]([C:25]([F:28])([F:27])[F:26])[CH:19]=2)(=[O:17])=[O:16])[CH2:12][O:13][CH3:14])[C:5]([C:8]([OH:10])=O)=[N:6][CH:7]=1.[O:29]1[C:34]2[CH:35]=[CH:36][CH:37]=[CH:38][C:33]=2[NH:32][CH2:31][CH2:30]1.CCN(C(C)C)C(C)C.CCCP1(OP(CCC)(=O)OP(CCC)(=O)O1)=O. Given the product [Cl:24][C:21]1[CH:22]=[CH:23][C:18]([S:15]([N:11]([C:4]2[C:5]([C:8]([N:32]3[C:33]4[CH:38]=[CH:37][CH:36]=[CH:35][C:34]=4[O:29][CH2:30][CH2:31]3)=[O:10])=[N:6][CH:7]=[C:2]([Cl:1])[CH:3]=2)[CH2:12][O:13][CH3:14])(=[O:17])=[O:16])=[CH:19][C:20]=1[C:25]([F:26])([F:27])[F:28], predict the reactants needed to synthesize it. (5) Given the product [CH2:19]([C:2]1[C:11]([CH:12]2[O:16][CH2:15][CH2:14][O:13]2)=[CH:10][C:9]2[C:4](=[CH:5][CH:6]=[C:7]([O:17][CH3:18])[CH:8]=2)[N:3]=1)[CH2:20][CH2:21][CH3:22], predict the reactants needed to synthesize it. The reactants are: Cl[C:2]1[C:11]([CH:12]2[O:16][CH2:15][CH2:14][O:13]2)=[CH:10][C:9]2[C:4](=[CH:5][CH:6]=[C:7]([O:17][CH3:18])[CH:8]=2)[N:3]=1.[CH2:19]([Mg]Cl)[CH2:20][CH2:21][CH3:22]. (6) Given the product [Cl:1][C:2]1[C:3]([CH3:18])=[N:4][N:5]2[C:10]([Cl:21])=[C:9]([CH2:12][C:13]([O:15][CH3:16])=[O:14])[C:8]([CH3:17])=[N:7][C:6]=12, predict the reactants needed to synthesize it. The reactants are: [Cl:1][C:2]1[C:3]([CH3:18])=[N:4][N:5]2[C:10](O)=[C:9]([CH2:12][C:13]([O:15][CH3:16])=[O:14])[C:8]([CH3:17])=[N:7][C:6]=12.O=P(Cl)(Cl)[Cl:21]. (7) Given the product [CH3:9][O:8][C:6]1[CH:5]=[CH:4][C:3]2[O:10][CH2:17][C:18](=[O:19])[NH:1][C:2]=2[CH:7]=1, predict the reactants needed to synthesize it. The reactants are: [NH2:1][C:2]1[CH:7]=[C:6]([O:8][CH3:9])[CH:5]=[CH:4][C:3]=1[OH:10].C(=O)([O-])O.[Na+].Cl[CH2:17][C:18](Cl)=[O:19]. (8) Given the product [N:46]1([C:52]2[N:53]=[C:54]([CH2:59][C:60](=[O:62])[N:1]3[C:3]4[C:4](=[C:35]([C:36]5[CH:41]=[CH:40][CH:39]=[CH:38][CH:37]=5)[CH:42]=[CH:43][CH:2]=4)[CH2:5][CH2:6]3)[NH:55][C:56](=[O:58])[CH:57]=2)[CH2:47][CH2:48][O:49][CH2:50][CH2:51]1, predict the reactants needed to synthesize it. The reactants are: [N:1]1[CH:6]=[CH:5][CH:4]=[CH:3][CH:2]=1.Cl.CN(C)CCCN=C=NCC.N1(C2N=C(CC(=O)N3[C:41]4[C:36](=[CH:37][CH:38]=[CH:39][CH:40]=4)[C:35]4([CH2:43][CH2:42]4)C3)NC(=O)C=2)CCOCC1.[N:46]1([C:52]2[N:53]=[C:54]([CH2:59][C:60]([O-:62])=O)[NH:55][C:56](=[O:58])[CH:57]=2)[CH2:51][CH2:50][O:49][CH2:48][CH2:47]1.[Na+].